From a dataset of B-cell epitopes from IEDB database with 3,159 antigens for binding position prediction. Token-level Classification. Given an antigen amino acid sequence, predict which amino acid positions are active epitope sites capable of antibody binding. Output is a list of indices for active positions. (1) Given the antigen sequence: MGSIPPRTLLLLLAGALTLKDTQAGSHSMRYFYTSVSRPGLGEPRFIIVGYVDDTQFVRFDSDAASPRMEQRAPWMGQVEPEYWDQQTQIAKDTAQTFRVNLNTALRYYNQSAAGSHTFQTMFGCEVWADGRFFHGYRQYAYDGADYIALNEDLRSWTAADTAAQNTQRKWEAAGEAERHRAYLERECVEWLRRYLEMGKETLQRADPPKAHVTHHPASDREATLRCWALGFYPAEISLTWQRDGEDQTQDTELVETRPGGDGTFQKWAAVVVPSGEEQRYTCRVQHEGLPEPLTLTWEPPAQPTALIVGIVAGVLGVLLILGAVVAVVRRKKHSSDGKGGRYTPAAGGHRDQGSDDSLMP, which amino acid positions are active epitope sites? The epitope positions are: [84, 85, 86, 87, 88, 89, 90, 91, 92, 93, 94, 95, 96]. The amino acids at these positions are: DQQTQIAKDTAQT. (2) Given the antigen sequence: MQRVNMIMAESPGLITICLLGYLLSAECTVFLDHENANKILNRPKRYNSGKLEEFVQGNLERECMEEKCSFEEAREVFENTERTTEFWKQYVDVTCNIKNGRCEQFCKNSADNKVVCSCTEGYRLAENQKSCEPAVPFPCGRVSVSQTSKLTRAETVFPDVDYVNSTEAETILDNITQSTQSFNDFTRVVGGEDAKPGQFPWQVVLNGKVDAFCGGSIVNEKWIVTAAHCVETGVKITVVAGEHNIEETEHTEQKRNVIRIIPHHNYNAAINKYNHDIALLELDEPLVLNSYVTPICIADKEYTNIFLKFGSGYVSGWGRVFHKGRSALVLQYLRVPLVDRATCLRSTKFTIYNNMFCAGFHEGGRDSCQGDSGGPHVTEVEGTSFLTGIISWGEECAMKGKYGIYTKVSRYVNWIKEKTKLT, which amino acid positions are active epitope sites? The epitope positions are: [175, 176, 177, 178, 179, 180, 181, 182, 183, 184, 185, 186, 187, 188, 189]. The amino acids at these positions are: ITQSTQSFNDFTRVV. (3) Given the antigen sequence: MRCIGISNRDFVEGVSGGSWVDIVLEHGSCVTTMAKNKPTLDFELIKTEAKQPATLRKYCIEAKLTNTTTESRCPTQGEPSLNEEQDKRFICKHSMVDRGWGNGCGLFGKGGIVTCAMFTCKKNMEGKVVLPENLEYTIVITPHSGEEHAVGNDTGKHGKEIKITPQSSITEAELTGYGTVTMECSPRTGLDFNEMVLLQMEEKAWLVHRQWFLDLPLPWLPGADTQGSNWIQKETLVNFKNPHAKKQDVVVLGSQEGAMHTALTGATEIQMSSGNLLFTGHLKCRLRMDKLQLKGMSYSMCTGKFKIVKEIAETQHGTIVIRVQYEGDGSPCKIPFEIMDLEKRHVLGRLITVNPIVTEKDSPVNIEAEPPFGDSYIIIGVEPGQLKLNWFKKGSSIGQMFETTMRGAKRMAILGDTAWDFGSLGGVFTSIGKALHQVFGAIYGAAFSGVSWTMKILIGVIITWIGMNSRSTSLSVSLVLVGVVTLYLGAMVQA, which amino acid positions are active epitope sites? The epitope positions are: [224, 225, 226, 227, 228, 229, 230, 231, 232, 233, 234, 235, 236, 237, 238, 239, 240, 241]. The amino acids at these positions are: DTQGSNWIQKETLVNFKN. (4) Given the antigen sequence: MKLPIMILAVLGVAFGKSLPNRNLQDDLNDFLALLPVDEITAIVMDYLANDAEVQEAVAYLQGEEFHKIVFTVEGLQEFGNFVQFLEDHGLDAVGYINRLHSVFGWDPYVPSSKRKHTRRGVGVDGLIDDIIAILPIDDLKALFQEKLETSPDFKAFYDAVRSPEFQSIVQTLNAMPEYQDLLQKLRDKGVDVDHYIELIRALFGLTRAARNLQDDLNDFLALIPTDQILAIAMDYLANDAEVQELVAYLQSDDFHKIINTIEALPEFANFYNFLKGHGLDVADYINEIHSIIGLPPFVPPSRRHARRGVGINGLIDDVIAILPVDELKALFQEKLETSPDFKALYDAIRSPEFQSIISTLNAMPEYQELLQNLRDKAVDVDHFIELIRSLFGLP, which amino acid positions are active epitope sites? The epitope positions are: [317, 318, 319, 320, 321, 322, 323, 324, 325, 326, 327, 328, 329, 330, 331, 332, 333, 334, 335, 336]. The amino acids at these positions are: DVIAILPVDELKALFQEKLE. (5) Given the antigen sequence: MATTMEQEICAHSMTFEECPKCSALQYRNGFYLLKYDEEWYPEELLTDGEDDVFDPDLDMEVVFETQGNSTSSDKNNSSSEGNEGVIINNFYSNQYQNSIDLSANATGSDPPKTYGQFSNLLSGAVNAFSNMLPLLADQNTEEMENLSDRVSQDTAGNTVTNTQSTVGRLVGYGTVHDGEHPASCADTASEKILAVERYYTFKVNDWTSTQKPFEYIRIPLPHVLSGEDGGVFGATLRRHYLVKTGWRVQVQCNASQFHAGSLLVFMAPEYPTLDVFAMDNRWSKDNLPNGTRTQTNRKGPFAMDHQNFWQWTLYPHQFLNLRTNTTVDLEVPYVNIAPTSSWTQHASWTLVIAVVAPLTYSTGASTSLDITASIQPVRPVFNGLRHEVLSRQSPIPVTIREHAGTWYSTLPDSTVPIYGKTPVAPANYMVGEYKDFLEIAQIPTFIGNKVPNAVPYIEASNTAVKTQPLAVYQVTLSCSCLANTFLAALSRNFAQYRGS..., which amino acid positions are active epitope sites? The epitope positions are: [882, 883, 884, 885, 886, 887, 888, 889, 890, 891, 892, 893, 894, 895, 896, 897, 898, 899, 900]. The amino acids at these positions are: PTSGDKIDMTPRAGVLMLE.